This data is from Reaction yield outcomes from USPTO patents with 853,638 reactions. The task is: Predict the reaction yield, written as a fraction of the theoretical maximum amount of product (1.0 means a 100% yield; for example, 0.34 means a 34% yield). (1) The reactants are Cl.Cl[C:3]1[CH:8]=[CH:7][C:6]([CH:9]([C:12]2[CH:17]=[CH:16][CH:15]=[CH:14][CH:13]=2)[CH2:10][NH2:11])=[CH:5][CH:4]=1.CC1(C)C(C)(C)OB([C:26]2[CH:27]=[N:28][NH:29][CH:30]=2)O1.C(=O)([O-])[O-].[K+].[K+]. The catalyst is C1(C)C=CC=CC=1.C(O)C.O.CC(C)([P](C(C)(C)C)([Pd][P](C(C)(C)C)(C(C)(C)C)C(C)(C)C)C(C)(C)C)C. The product is [C:12]1([CH:9]([C:6]2[CH:7]=[CH:8][C:3]([C:26]3[CH:27]=[N:28][NH:29][CH:30]=3)=[CH:4][CH:5]=2)[CH2:10][NH2:11])[CH:17]=[CH:16][CH:15]=[CH:14][CH:13]=1. The yield is 0.0900. (2) The reactants are [CH3:1][N:2]1[C@@H:19]2[CH2:20][C:7]3[CH:8]=[CH:9][C:10]([O:22][CH3:23])=[C:11]4[O:12][C@H:13]5[C:14]([CH2:16][CH2:17][C@:18]2([OH:21])[C@:5]5([C:6]=34)[CH2:4][CH2:3]1)=[O:15].C([O-])(=O)C.[OH-].[NH4+].S([O-])([O-])(=O)=O.[Na+].[Na+]. The catalyst is C(O)(C)C.C(Cl)(Cl)Cl. The product is [CH3:1][N:2]1[C@@H:19]2[CH2:20][C:7]3[CH:8]=[CH:9][C:10]([O:22][CH3:23])=[C:11]4[O:12][C@H:13]5[C:14]([CH2:16][CH2:17][C@:18]2([OH:21])[C@:5]5([C:6]=34)[CH2:4][CH2:3]1)=[O:15]. The yield is 0.741. (3) The reactants are [C:1]1([C:23]2[CH2:24][CH2:25][CH2:26][CH2:27][CH:28]=2)[CH:6]=[CH:5][C:4]([C:7]2[N:11]=[CH:10][N:9]([C:12]3[CH:17]=[CH:16][C:15]([O:18][C:19]([F:22])([F:21])[F:20])=[CH:14][CH:13]=3)[N:8]=2)=[CH:3][CH:2]=1.ClC1C=C(C=CC=1)C(OO)=[O:34]. The catalyst is C(OCC)C. The product is [C:23]12([C:1]3[CH:2]=[CH:3][C:4]([C:7]4[N:11]=[CH:10][N:9]([C:12]5[CH:13]=[CH:14][C:15]([O:18][C:19]([F:20])([F:21])[F:22])=[CH:16][CH:17]=5)[N:8]=4)=[CH:5][CH:6]=3)[O:34][CH:24]1[CH2:25][CH2:26][CH2:27][CH2:28]2. The yield is 0.770.